This data is from Forward reaction prediction with 1.9M reactions from USPTO patents (1976-2016). The task is: Predict the product of the given reaction. Given the reactants [CH3:1][N:2]([CH2:12][CH2:13][N:14]1[CH2:19][CH2:18][S:17][C:16]2[CH:20]=[C:21]([NH:24][C:25]([C:27]3[S:28][CH:29]=[CH:30][CH:31]=3)=[NH:26])[CH:22]=[CH:23][C:15]1=2)C(=O)OC1C=CC=CC=1, predict the reaction product. The product is: [CH3:1][NH:2][CH2:12][CH2:13][N:14]1[CH2:19][CH2:18][S:17][C:16]2[CH:20]=[C:21]([NH:24][C:25]([C:27]3[S:28][CH:29]=[CH:30][CH:31]=3)=[NH:26])[CH:22]=[CH:23][C:15]1=2.